From a dataset of Full USPTO retrosynthesis dataset with 1.9M reactions from patents (1976-2016). Predict the reactants needed to synthesize the given product. (1) Given the product [F:8][C:9]1[CH:10]=[C:11]([S:15]([N:33]2[CH2:34][CH2:35][N:30]([CH2:29][CH2:28][CH2:27][CH2:26][CH2:25][C:24]3[C:23](=[O:36])[N:22]([C:37]4[CH:44]=[CH:43][C:40]([C:41]#[N:42])=[C:39]([C:45]([F:46])([F:47])[F:48])[CH:38]=4)[C:21](=[O:49])[C:20]=3[CH3:19])[CH2:31][CH2:32]2)(=[O:17])=[O:16])[CH:12]=[CH:13][CH:14]=1, predict the reactants needed to synthesize it. The reactants are: C(N(CC)CC)C.[F:8][C:9]1[CH:10]=[C:11]([S:15](Cl)(=[O:17])=[O:16])[CH:12]=[CH:13][CH:14]=1.[CH3:19][C:20]1[C:21](=[O:49])[N:22]([C:37]2[CH:44]=[CH:43][C:40]([C:41]#[N:42])=[C:39]([C:45]([F:48])([F:47])[F:46])[CH:38]=2)[C:23](=[O:36])[C:24]=1[CH2:25][CH2:26][CH2:27][CH2:28][CH2:29][N:30]1[CH2:35][CH2:34][NH:33][CH2:32][CH2:31]1. (2) The reactants are: Cl[C:2]1[N:3]([CH3:10])[C:4](=[O:9])[S:5][C:6]=1[CH:7]=[O:8].C(=O)([O-])[O-].[K+].[K+].CC1(C)C(C)(C)OB([C:25]2[CH:26]=[C:27]3[C:32](=[CH:33][CH:34]=2)[O:31][CH2:30][CH2:29][CH2:28]3)O1. Given the product [O:31]1[C:32]2[CH:33]=[CH:34][C:25]([C:2]3[N:3]([CH3:10])[C:4](=[O:9])[S:5][C:6]=3[CH:7]=[O:8])=[CH:26][C:27]=2[CH:28]=[CH:29][CH2:30]1, predict the reactants needed to synthesize it. (3) Given the product [CH2:15]1[C:16]2([CH2:20][C:19]([C:21]3[CH:26]=[N:25][C:24]4[N:27]([CH2:3][C:2]([F:6])([F:5])[F:1])[N:28]=[CH:29][C:23]=4[C:22]=3[NH:30][CH:31]3[CH2:32][CH2:33][O:34][CH2:35][CH2:36]3)=[N:18][O:17]2)[CH2:13][CH2:14]1, predict the reactants needed to synthesize it. The reactants are: [F:1][C:2]([F:6])([F:5])[CH2:3]I.C(=O)([O-])[O-].[K+].[K+].[CH2:13]1[C:16]2([CH2:20][C:19]([C:21]3[CH:26]=[N:25][C:24]4[NH:27][N:28]=[CH:29][C:23]=4[C:22]=3[NH:30][CH:31]3[CH2:36][CH2:35][O:34][CH2:33][CH2:32]3)=[N:18][O:17]2)[CH2:15][CH2:14]1. (4) Given the product [F:1][C:2]1[CH:7]=[CH:6][C:5]([C:8]2[CH:9]=[CH:10][N:11]=[C:12]3[C:17]=2[CH:16]=[CH:15][C:14]([C:18]([F:19])([F:20])[F:21])=[N:13]3)=[CH:4][C:3]=1[C:34]1[CH:35]=[N:30][CH:31]=[N:32][CH:33]=1, predict the reactants needed to synthesize it. The reactants are: [F:1][C:2]1[CH:7]=[CH:6][C:5]([C:8]2[C:17]3[C:12](=[N:13][C:14]([C:18]([F:21])([F:20])[F:19])=[CH:15][CH:16]=3)[N:11]=[CH:10][CH:9]=2)=[CH:4][C:3]=1OS(C(F)(F)F)(=O)=O.[N:30]1[CH:35]=[C:34](B(O)O)[CH:33]=[N:32][CH:31]=1. (5) Given the product [Cl:1][C:2]1[C:7](=[O:8])[N:6]([CH3:9])[CH:5]=[C:4]([N:10]2[CH:11]([C:23]3[CH:24]=[CH:25][C:26]([Cl:29])=[CH:27][CH:28]=3)[C:12]3[C:13](=[N:14][N:15]([CH:17]([CH3:19])[CH3:18])[CH:16]=3)[C:20]2=[O:21])[CH:3]=1, predict the reactants needed to synthesize it. The reactants are: [Cl:1][C:2]1[C:7](=[O:8])[N:6]([CH3:9])[CH:5]=[C:4]([NH:10][CH:11]([C:23]2[CH:28]=[CH:27][C:26]([Cl:29])=[CH:25][CH:24]=2)[C:12]2[C:13]([C:20](O)=[O:21])=[N:14][N:15]([CH:17]([CH3:19])[CH3:18])[CH:16]=2)[CH:3]=1. (6) Given the product [NH2:23][C@H:18]1[C@@H:19]([F:22])[CH2:20][O:21][C@H:15]([C:14]2[N:13]([CH3:31])[N:12]=[CH:11][C:10]=2[NH:9][C:7]([C:5]2[N:6]=[C:2]([C:34]3[C:35]([F:40])=[CH:36][CH:37]=[C:38]([F:39])[C:33]=3[F:32])[S:3][CH:4]=2)=[O:8])[CH2:16][CH2:17]1, predict the reactants needed to synthesize it. The reactants are: Br[C:2]1[S:3][CH:4]=[C:5]([C:7]([NH:9][C:10]2[CH:11]=[N:12][N:13]([CH3:31])[C:14]=2[C@H:15]2[O:21][CH2:20][C@H:19]([F:22])[C@H:18]([NH:23]C(=O)OC(C)(C)C)[CH2:17][CH2:16]2)=[O:8])[N:6]=1.[F:32][C:33]1[C:38]([F:39])=[CH:37][CH:36]=[C:35]([F:40])[C:34]=1B(O)O.